From a dataset of Aqueous solubility values for 9,982 compounds from the AqSolDB database. Regression/Classification. Given a drug SMILES string, predict its absorption, distribution, metabolism, or excretion properties. Task type varies by dataset: regression for continuous measurements (e.g., permeability, clearance, half-life) or binary classification for categorical outcomes (e.g., BBB penetration, CYP inhibition). For this dataset (solubility_aqsoldb), we predict Y. (1) The drug is O=C([O-])C(=O)[O-].[Ce].[Ce]. The Y is -4.87 log mol/L. (2) The compound is O=S(=O)(O)O.O=[Ti]. The Y is -5.96 log mol/L. (3) The molecule is CC(C)N(C)C. The Y is 1.06 log mol/L.